From a dataset of Reaction yield outcomes from USPTO patents with 853,638 reactions. Predict the reaction yield, written as a fraction of the theoretical maximum amount of product (1.0 means a 100% yield; for example, 0.34 means a 34% yield). (1) The catalyst is CO.[Ni]. The product is [CH:1]([C:4]1[CH:9]=[CH:8][C:7]([NH2:10])=[CH:6][N:5]=1)([CH3:3])[CH3:2]. The reactants are [CH:1]([C:4]1[CH:9]=[CH:8][C:7]([N+:10]([O-])=O)=[CH:6][N:5]=1)([CH3:3])[CH3:2]. The yield is 0.520. (2) The reactants are [S:1](Cl)([C:4]1[C:16]2[CH:15]=[CH:14][CH:13]=[C:9]([N:10]([CH3:12])[CH3:11])[C:8]=2[CH:7]=[CH:6][CH:5]=1)(=[O:3])=[O:2].ClCCl.C(N(CC)CC)C.[CH2:28]([NH2:31])[C:29]#[CH:30]. The catalyst is O1CCCC1. The product is [S:1]([NH:31][CH2:28][C:29]#[CH:30])([C:4]1[C:16]2[CH:15]=[CH:14][CH:13]=[C:9]([N:10]([CH3:12])[CH3:11])[C:8]=2[CH:7]=[CH:6][CH:5]=1)(=[O:3])=[O:2]. The yield is 1.00. (3) The reactants are C(O[BH-](OC(=O)C)OC(=O)C)(=O)C.[Na+].[CH3:15][O:16][C:17]1[C:22]([CH3:23])=[CH:21][N:20]=[C:19]([CH2:24][N:25]2[N:53]=[C:29]3[CH2:30][C:31](=O)[C:32]4[CH2:33][S:34][N:35]=[C:36]([N:37](C(OC(C)(C)C)=O)C(OC(C)(C)C)=O)[C:27]([C:28]=43)=[N:26]2)[C:18]=1[CH3:54].ClC(Cl)C.[CH:59]1([NH2:63])[CH2:62][CH2:61][CH2:60]1.[OH-].[Na+]. The catalyst is CO.C(O)(=O)C. The product is [CH:59]1([NH:63][CH:31]2[C:32]3[CH2:33][S:34][N:35]=[C:36]([NH2:37])[C:27]4=[N:26][N:25]([CH2:24][C:19]5[C:18]([CH3:54])=[C:17]([O:16][CH3:15])[C:22]([CH3:23])=[CH:21][N:20]=5)[N:53]=[C:29]([C:28]=34)[CH2:30]2)[CH2:62][CH2:61][CH2:60]1. The yield is 0.250. (4) The product is [CH2:20]([N:10]1[N:11]=[N:12][C:8]([C:2]([CH3:1])([CH3:13])[C:3]([O:5][CH2:6][CH3:7])=[O:4])=[N:9]1)[C:21]1[CH:26]=[CH:25][CH:24]=[CH:23][CH:22]=1. The reactants are [CH3:1][C:2]([CH3:13])([C:8]1[NH:12][N:11]=[N:10][N:9]=1)[C:3]([O:5][CH2:6][CH3:7])=[O:4].C([O-])([O-])=O.[K+].[K+].[CH2:20](Br)[C:21]1[CH:26]=[CH:25][CH:24]=[CH:23][CH:22]=1. The catalyst is CC(C)=O. The yield is 0.600. (5) The reactants are [CH3:1][O-:2].[Na+].Cl[C:5]1[C:10]([N+:11]([O-:13])=[O:12])=[CH:9][C:8]([Cl:14])=[CH:7][N:6]=1. The catalyst is CO.O. The product is [Cl:14][C:8]1[CH:9]=[C:10]([N+:11]([O-:13])=[O:12])[C:5]([O:2][CH3:1])=[N:6][CH:7]=1. The yield is 0.970. (6) The reactants are Cl[C:2]1[N:7]=[C:6]([NH:8][CH2:9][C:10]#[CH:11])[N:5]=[C:4]([N:12]([CH3:15])[O:13][CH3:14])[N:3]=1.[NH2:16][CH2:17][CH2:18][CH2:19][OH:20].C([O-])(O)=O.[Na+]. The catalyst is O1CCOCC1. The product is [CH3:14][O:13][N:12]([C:4]1[N:5]=[C:6]([NH:8][CH2:9][C:10]#[CH:11])[N:7]=[C:2]([NH:16][CH2:17][CH2:18][CH2:19][OH:20])[N:3]=1)[CH3:15]. The yield is 0.440. (7) The reactants are [Br:1]N1C(=O)CCC1=O.[F:9][C:10]1[CH:18]=[CH:17][CH:16]=[C:15]2[C:11]=1[C:12]1([CH2:21][CH2:20]1)[C:13](=[O:19])[NH:14]2.C(#N)C. The catalyst is O. The product is [Br:1][C:18]1[C:10]([F:9])=[C:11]2[C:15](=[CH:16][CH:17]=1)[NH:14][C:13](=[O:19])[C:12]12[CH2:21][CH2:20]1. The yield is 0.940. (8) The reactants are [C:1]1([C:7]2[N:12]=[C:11]3[CH2:13][CH2:14][CH2:15][C:10]3=[C:9]([NH:16][C:17]3[CH:22]=[CH:21][C:20]([CH2:23][C:24]([O:26][CH2:27][CH3:28])=[O:25])=[CH:19][CH:18]=3)[CH:8]=2)[CH2:6][CH2:5][CH2:4][CH2:3][CH:2]=1.[H][H]. The catalyst is C(O)C.[Pd]. The product is [CH:1]1([C:7]2[N:12]=[C:11]3[CH2:13][CH2:14][CH2:15][C:10]3=[C:9]([NH:16][C:17]3[CH:22]=[CH:21][C:20]([CH2:23][C:24]([O:26][CH2:27][CH3:28])=[O:25])=[CH:19][CH:18]=3)[CH:8]=2)[CH2:2][CH2:3][CH2:4][CH2:5][CH2:6]1. The yield is 1.00.